This data is from Experimentally validated miRNA-target interactions with 360,000+ pairs, plus equal number of negative samples. The task is: Binary Classification. Given a miRNA mature sequence and a target amino acid sequence, predict their likelihood of interaction. The miRNA is hsa-miR-1229-5p with sequence GUGGGUAGGGUUUGGGGGAGAGCG. The protein sequence of the target gene is MIHGRSVLHIVASLIILHLSGATKKGTEKQTTSETQKSVQCGTWTKHAEGGIFTSPNYPSKYPPDRECIYIIEAAPRQCIELYFDEKYSIEPSWECKFDHIEVRDGPFGFSPIIGRFCGQQNPPVIKSSGRFLWIKFFADGELESMGFSARYNFTPDPDFKDLGALKPLPACEFEMGGSEGIVESIQIMKEGKATASEAVDCKWYIRAPPRSKIYLRFLDYEMQNSNECKRNFVAVYDGSSSVEDLKAKFCSTVANDVMLRTGLGVIRMWADEGSRNSRFQMLFTSFQEPPCEGNTFFCH.... Result: 0 (no interaction).